Dataset: Peptide-MHC class I binding affinity with 185,985 pairs from IEDB/IMGT. Task: Regression. Given a peptide amino acid sequence and an MHC pseudo amino acid sequence, predict their binding affinity value. This is MHC class I binding data. (1) The peptide sequence is FLPSDYKPSV. The MHC is HLA-A02:01 with pseudo-sequence HLA-A02:01. The binding affinity (normalized) is 0.629. (2) The peptide sequence is VAGGTSSVY. The MHC is HLA-A24:02 with pseudo-sequence HLA-A24:02. The binding affinity (normalized) is 0.0847.